This data is from Catalyst prediction with 721,799 reactions and 888 catalyst types from USPTO. The task is: Predict which catalyst facilitates the given reaction. (1) Reactant: [CH3:1][C:2]1([CH3:16])[C:6]([CH3:8])([CH3:7])[O:5][B:4]([C:9]2[CH:10]=[C:11]([OH:15])[CH:12]=[CH:13][CH:14]=2)[O:3]1.CCN(CC)CC.[N:24]1([C:30](Cl)=[O:31])[CH2:29][CH2:28][O:27][CH2:26][CH2:25]1.O. Product: [N:24]1([C:30]([O:15][C:11]2[CH:12]=[CH:13][CH:14]=[C:9]([B:4]3[O:3][C:2]([CH3:16])([CH3:1])[C:6]([CH3:7])([CH3:8])[O:5]3)[CH:10]=2)=[O:31])[CH2:29][CH2:28][O:27][CH2:26][CH2:25]1. The catalyst class is: 79. (2) Reactant: [CH3:1][Si:2]1([CH3:12])[CH2:11]OC2C(=CSC=2)O[CH2:3]1.[CH3:13][O:14][C:15]([C:17]1[S:18][C:19]([C:24]([O:26][CH3:27])=[O:25])=[C:20]([OH:23])[C:21]=1[OH:22])=[O:16].S1C=CC=C1.OC([SiH](C)C)O.C1C=CC(P(C2C=CC=CC=2)C2C=CC=CC=2)=CC=1.CCOC(/N=N/C(OCC)=O)=O. Product: [CH3:27][O:26][C:24]([C:19]1[S:18][C:17]([C:15]([O:14][CH3:13])=[O:16])=[C:21]2[C:20]=1[O:23][CH2:3][Si:2]([CH3:12])([CH3:11])[CH2:1][O:22]2)=[O:25]. The catalyst class is: 20.